This data is from Forward reaction prediction with 1.9M reactions from USPTO patents (1976-2016). The task is: Predict the product of the given reaction. (1) Given the reactants [NH3:1].O1CCOCC1.[CH3:8][O:9][C:10]1[CH:11]=[C:12]([CH:16]=[CH:17][C:18]=1[N+:19]([O-:21])=[O:20])[C:13](Cl)=[O:14], predict the reaction product. The product is: [CH3:8][O:9][C:10]1[CH:11]=[C:12]([CH:16]=[CH:17][C:18]=1[N+:19]([O-:21])=[O:20])[C:13]([NH2:1])=[O:14]. (2) The product is: [Cl:27][C:28]1[CH:33]=[CH:32][C:31]([C:34]([C:35]2[CH:36]=[CH:37][N:26]=[C:24]([NH:23][C:13]3[CH:14]=[CH:15][C:16]([N:17]4[CH:21]=[C:20]([CH3:22])[N:19]=[CH:18]4)=[C:11]([O:10][CH3:9])[CH:12]=3)[N:25]=2)([CH3:42])[CH3:43])=[CH:30][CH:29]=1. Given the reactants [N+]([O-])(O)=O.[N+]([O-])(O)=O.[CH3:9][O:10][C:11]1[CH:12]=[C:13]([NH:23][C:24]([NH2:26])=[NH:25])[CH:14]=[CH:15][C:16]=1[N:17]1[CH:21]=[C:20]([CH3:22])[N:19]=[CH:18]1.[Cl:27][C:28]1[CH:33]=[CH:32][C:31]([C:34]([CH3:43])([CH3:42])[C:35](=O)[CH:36]=[CH:37]N(C)C)=[CH:30][CH:29]=1.C(N(CC)CC)C, predict the reaction product. (3) The product is: [Br:45][C:46]1[CH:47]=[C:48]([S:52]([NH:7][C:3]2[CH:4]=[CH:5][C:6]([O:63][CH3:56])=[C:1]([O:44][CH3:35])[CH:2]=2)(=[O:54])=[O:53])[CH:49]=[CH:50][CH:51]=1. Given the reactants [C:1]1(C2C=CC=CC=2)[CH:6]=[CH:5][CH:4]=[C:3]([NH:7]C(=O)CCCCCNC(=O)CCBr)[CH:2]=1.C([C@@H]1NC2C(=CC=CC=2)N[C:35]1=[O:44])C1C=CC=CC=1.[Br:45][C:46]1[CH:47]=[C:48]([S:52](Cl)(=[O:54])=[O:53])[CH:49]=[CH:50][CH:51]=1.[CH2:56]([O:63]CC(Cl)=O)C1C=CC=CC=1, predict the reaction product. (4) Given the reactants [CH3:1][O:2][C:3]1[C:8]2[N:9]=[C:10]([C:14]3[CH:19]=[CH:18][CH:17]=[CH:16][C:15]=3[O:20]C(=O)C)O[C:12](=[O:13])[C:7]=2[CH:6]=[CH:5][CH:4]=1.[F:24][C:25]1[CH:26]=[C:27]([CH2:31][CH2:32][NH2:33])[CH:28]=[CH:29][CH:30]=1, predict the reaction product. The product is: [F:24][C:25]1[CH:26]=[C:27]([CH2:31][CH2:32][N:33]2[C:12](=[O:13])[C:7]3[C:8](=[C:3]([O:2][CH3:1])[CH:4]=[CH:5][CH:6]=3)[N:9]=[C:10]2[C:14]2[CH:19]=[CH:18][CH:17]=[CH:16][C:15]=2[OH:20])[CH:28]=[CH:29][CH:30]=1.